From a dataset of Full USPTO retrosynthesis dataset with 1.9M reactions from patents (1976-2016). Predict the reactants needed to synthesize the given product. (1) Given the product [CH3:8][C:7]1[N:6]=[C:5]([C:9]([O:11][CH3:12])=[O:10])[CH:4]=[CH:3][C:2]=1[B:13]1[O:17][C:16]([CH3:19])([CH3:18])[C:15]([CH3:21])([CH3:20])[O:14]1, predict the reactants needed to synthesize it. The reactants are: Br[C:2]1[CH:3]=[CH:4][C:5]([C:9]([O:11][CH3:12])=[O:10])=[N:6][C:7]=1[CH3:8].[B:13]1([B:13]2[O:17][C:16]([CH3:19])([CH3:18])[C:15]([CH3:21])([CH3:20])[O:14]2)[O:17][C:16]([CH3:19])([CH3:18])[C:15]([CH3:21])([CH3:20])[O:14]1.C([O-])(=O)C.[K+]. (2) Given the product [Cl:1][C:2]1[CH:3]=[C:4]([CH:15]([NH:24][S@@:22]([C:19]([CH3:21])([CH3:20])[CH3:18])=[O:23])[CH3:16])[CH:5]=[N:6][C:7]=1[O:8][CH2:9][CH2:10][C:11]([F:14])([F:13])[F:12], predict the reactants needed to synthesize it. The reactants are: [Cl:1][C:2]1[CH:3]=[C:4]([C:15](=O)[CH3:16])[CH:5]=[N:6][C:7]=1[O:8][CH2:9][CH2:10][C:11]([F:14])([F:13])[F:12].[CH3:18][C:19]([S@:22]([NH2:24])=[O:23])([CH3:21])[CH3:20]. (3) Given the product [CH2:1]([O:3][C:4]1[CH:5]=[CH:6][C:7]([C:8]([NH:10][C:11]2([C:14]([OH:16])=[O:15])[CH2:12][CH2:13]2)=[O:9])=[CH:19][CH:20]=1)[CH3:2], predict the reactants needed to synthesize it. The reactants are: [CH2:1]([O:3][C:4]1[CH:20]=[CH:19][C:7]([C:8]([NH:10][C:11]2([C:14]([O:16]CC)=[O:15])[CH2:13][CH2:12]2)=[O:9])=[CH:6][CH:5]=1)[CH3:2].C1COCC1.CO. (4) The reactants are: [C:1]([O:5][C:6](=[O:32])[N:7]([CH2:24][CH2:25][C:26]1[CH:31]=[CH:30][CH:29]=[CH:28][N:27]=1)[CH2:8][C:9]1[CH:14]=[CH:13][CH:12]=[C:11]([CH2:15][CH2:16][O:17]C2CCCCO2)[CH:10]=1)([CH3:4])([CH3:3])[CH3:2].C(O)(=O)C.O.CC(OCC1C2C(=CC=CC=2)C(COC(C)=O)=C2C=1C=CC=C2)=O. Given the product [C:1]([O:5][C:6](=[O:32])[N:7]([CH2:8][C:9]1[CH:14]=[CH:13][CH:12]=[C:11]([CH2:15][CH2:16][OH:17])[CH:10]=1)[CH2:24][CH2:25][C:26]1[CH:31]=[CH:30][CH:29]=[CH:28][N:27]=1)([CH3:2])([CH3:4])[CH3:3], predict the reactants needed to synthesize it. (5) Given the product [CH3:13][O:12][CH2:11][O:10][O:33][O:27][CH2:28][O:25][CH3:24], predict the reactants needed to synthesize it. The reactants are: BrC1C=CC=CC=1CC[O:10][CH2:11][O:12][CH3:13].[H-].[Na+].BrC1C=CC=CC=1C[CH2:24][OH:25].C[O:27][CH2:28]Cl.C1C[O:33]CC1. (6) Given the product [C:20]([O:24][C:25]([N:27]1[CH2:31][CH2:30][C@H:29]([C:32]([O:34][CH2:12][C:13]2[CH:18]=[CH:17][CH:16]=[CH:15][CH:14]=2)=[O:33])[CH2:28]1)=[O:26])([CH3:23])([CH3:21])[CH3:22], predict the reactants needed to synthesize it. The reactants are: C1CCN2C(=NCCC2)CC1.[CH2:12](Br)[C:13]1[CH:18]=[CH:17][CH:16]=[CH:15][CH:14]=1.[C:20]([O:24][C:25]([N:27]1[CH2:31][CH2:30][C@H:29]([C:32]([OH:34])=[O:33])[CH2:28]1)=[O:26])([CH3:23])([CH3:22])[CH3:21]. (7) Given the product [CH2:1]([N:3]1[CH2:8][C:7]([CH3:9])([CH3:10])[O:6][C:5](=[O:11])[CH:4]1[CH2:12][C:13]([NH:55][CH2:54][C:53]1[CH:56]=[CH:57][CH:58]=[C:51]([C:50]([F:49])([F:59])[F:60])[CH:52]=1)=[O:15])[CH3:2], predict the reactants needed to synthesize it. The reactants are: [CH2:1]([N:3]1[CH2:8][C:7]([CH3:10])([CH3:9])[O:6][C:5](=[O:11])[CH:4]1[CH2:12][C:13]([OH:15])=O)[CH3:2].C(N(C(C)C)CC)(C)C.CN(C(ON1N=NC2C=CC=NC1=2)=[N+](C)C)C.F[P-](F)(F)(F)(F)F.[F:49][C:50]([F:60])([F:59])[C:51]1[CH:52]=[C:53]([CH:56]=[CH:57][CH:58]=1)[CH2:54][NH2:55]. (8) Given the product [CH3:1][CH2:2][O:3][C:4]([C:6]1[CH:11]([C:12]2[CH:13]=[CH:14][CH:15]=[CH:16][C:17]=2[Cl:18])[C:10]([C:19]([O:21][CH3:22])=[O:20])=[C:9]([CH3:23])[NH:8][C:7]=1[CH2:24][O:25][CH2:26][CH2:27][NH2:28])=[O:5].[C:29]([O-:37])(=[O:36])[C:30]1[CH:35]=[CH:34][CH:33]=[N:32][CH:31]=1, predict the reactants needed to synthesize it. The reactants are: [CH3:1][CH2:2][O:3][C:4]([C:6]1[CH:11]([C:12]2[C:17]([Cl:18])=[CH:16][CH:15]=[CH:14][CH:13]=2)[C:10]([C:19]([O:21][CH3:22])=[O:20])=[C:9]([CH3:23])[NH:8][C:7]=1[CH2:24][O:25][CH2:26][CH2:27][NH2:28])=[O:5].[C:29]([OH:37])(=[O:36])[C:30]1[CH:35]=[CH:34][CH:33]=[N:32][CH:31]=1. (9) Given the product [Cl:1][C:2]1[N:3]=[CH:4][C:5]([C:6]([NH:26][CH:23]([CH3:25])[CH3:24])=[O:8])=[CH:9][CH:10]=1, predict the reactants needed to synthesize it. The reactants are: [Cl:1][C:2]1[CH:10]=[CH:9][C:5]([C:6]([OH:8])=O)=[CH:4][N:3]=1.C(N1C=CN=C1)(N1C=CN=C1)=O.[CH:23]([NH2:26])([CH3:25])[CH3:24]. (10) The reactants are: C(O[C:6]([N:8]1[CH2:13][CH2:12][CH:11]([O:14][C:15]2[CH:20]=[CH:19][C:18]([N+:21]([O-])=O)=[C:17]([O:24][CH3:25])[CH:16]=2)[CH2:10][CH2:9]1)=O)(C)(C)C.COC1C=C(C=CC=1[N+]([O-])=O)OC1CCNCC1.FC(F)(F)C(O)=O.C=O.COC1C=C(C=CC=1[N+]([O-])=O)OC1CCN(C)CC1.COC1C=C(OC2CCN(C)CC2)C=CC=1N.CS([C:92]1[N:97]=[CH:96][C:95]2=[CH:98][CH:99]=[C:100]([C:101]3[CH:106]=[CH:105][CH:104]=[CH:103][C:102]=3[O:107][CH3:108])[N:94]2[N:93]=1)=O. Given the product [CH3:25][O:24][C:17]1[CH:16]=[C:15]([O:14][CH:11]2[CH2:10][CH2:9][N:8]([CH3:6])[CH2:13][CH2:12]2)[CH:20]=[CH:19][C:18]=1[NH:21][C:92]1[N:97]=[CH:96][C:95]2=[CH:98][CH:99]=[C:100]([C:101]3[CH:106]=[CH:105][CH:104]=[CH:103][C:102]=3[O:107][CH3:108])[N:94]2[N:93]=1, predict the reactants needed to synthesize it.